This data is from Forward reaction prediction with 1.9M reactions from USPTO patents (1976-2016). The task is: Predict the product of the given reaction. (1) The product is: [S:1]1[C:5]2[CH:6]=[CH:7][C:8]([CH2:10][CH2:11][O:12][CH2:13][C:14]([N:27]3[CH2:30][CH:29]([OH:31])[CH2:28]3)=[O:16])=[CH:9][C:4]=2[CH:3]=[CH:2]1. Given the reactants [S:1]1[C:5]2[CH:6]=[CH:7][C:8]([CH2:10][CH2:11][O:12][CH2:13][C:14]([OH:16])=O)=[CH:9][C:4]=2[CH:3]=[CH:2]1.N1C=CN=C1.S(Cl)(Cl)=O.Cl.[NH:27]1[CH2:30][CH:29]([OH:31])[CH2:28]1.Cl, predict the reaction product. (2) Given the reactants [C:1]([O:5][C:6]([N:8]1[CH2:13][CH2:12][N:11]([C:14]2[CH:19]=[CH:18][C:17]([O:20][CH2:21][C:22]([OH:27])([CH3:26])[CH2:23][CH2:24][OH:25])=[CH:16][CH:15]=2)[CH2:10][CH2:9]1)=[O:7])([CH3:4])([CH3:3])[CH3:2].[S:28](Cl)([C:31]1[CH:37]=[CH:36][C:34]([CH3:35])=[CH:33][CH:32]=1)(=[O:30])=[O:29].C(N(CC)CC)C, predict the reaction product. The product is: [C:1]([O:5][C:6]([N:8]1[CH2:13][CH2:12][N:11]([C:14]2[CH:19]=[CH:18][C:17]([O:20][CH2:21][C:22]([OH:27])([CH3:26])[CH2:23][CH2:24][O:25][S:28]([C:31]3[CH:37]=[CH:36][C:34]([CH3:35])=[CH:33][CH:32]=3)(=[O:30])=[O:29])=[CH:16][CH:15]=2)[CH2:10][CH2:9]1)=[O:7])([CH3:4])([CH3:2])[CH3:3]. (3) Given the reactants [O:1]=[C:2]1[NH:10][C:5]2=[N:6][CH:7]=[CH:8][CH:9]=[C:4]2[C@:3]21[CH2:43][C:13]1[CH:14]=[C:15]3[C:20](=[CH:21][C:12]=1[CH2:11]2)[N:19]=[CH:18][C:17]([CH2:22][NH:23][CH2:24][CH:25]([C:37]1[CH:42]=[CH:41][CH:40]=[CH:39][CH:38]=1)[CH2:26][NH:27][C:28]1([C:33]([O:35]C)=[O:34])[CH2:32][CH2:31][CH2:30][CH2:29]1)=[CH:16]3.[OH-].[Na+], predict the reaction product. The product is: [O:1]=[C:2]1[NH:10][C:5]2=[N:6][CH:7]=[CH:8][CH:9]=[C:4]2[C@:3]21[CH2:43][C:13]1[CH:14]=[C:15]3[C:20](=[CH:21][C:12]=1[CH2:11]2)[N:19]=[CH:18][C:17]([CH2:22][NH:23][CH2:24][CH:25]([C:37]1[CH:38]=[CH:39][CH:40]=[CH:41][CH:42]=1)[CH2:26][NH:27][C:28]1([C:33]([OH:35])=[O:34])[CH2:29][CH2:30][CH2:31][CH2:32]1)=[CH:16]3. (4) Given the reactants [CH:1]1([CH:7]([C:18]2[CH:22]=[C:21]([C:23]3[CH:28]=[CH:27][C:26]([O:29][C:30]([F:33])([F:32])[F:31])=[CH:25][CH:24]=3)[O:20][C:19]=2[CH3:34])[O:8][C:9]2[CH:17]=[CH:16][C:12]([C:13]([OH:15])=O)=[CH:11][CH:10]=2)[CH2:6][CH2:5][CH2:4][CH2:3][CH2:2]1.[CH3:35][NH:36][CH2:37][CH2:38][C:39]([O:41]CC)=[O:40], predict the reaction product. The product is: [CH:1]1([CH:7]([C:18]2[CH:22]=[C:21]([C:23]3[CH:24]=[CH:25][C:26]([O:29][C:30]([F:31])([F:33])[F:32])=[CH:27][CH:28]=3)[O:20][C:19]=2[CH3:34])[O:8][C:9]2[CH:10]=[CH:11][C:12]([C:13]([N:36]([CH3:35])[CH2:37][CH2:38][C:39]([OH:41])=[O:40])=[O:15])=[CH:16][CH:17]=2)[CH2:6][CH2:5][CH2:4][CH2:3][CH2:2]1.